Dataset: Full USPTO retrosynthesis dataset with 1.9M reactions from patents (1976-2016). Task: Predict the reactants needed to synthesize the given product. (1) Given the product [CH3:3][CH2:4][O:5][C:6]([C@@H:8]1[CH2:12][C@H:11]([C:13]([CH3:37])=[CH2:14])[C@H:10]([C:16]2[CH:21]=[CH:20][C:19]([O:22][CH3:23])=[C:18]([O:24][CH2:25][CH2:26][CH2:27][O:28][CH3:29])[CH:17]=2)[N:9]1[C:30]([O:32][C:33]([CH3:36])([CH3:34])[CH3:35])=[O:31])=[O:7], predict the reactants needed to synthesize it. The reactants are: [H-].[Na+].[CH3:3][CH2:4][O:5][C:6]([C@@H:8]1[CH2:12][C@H:11]([C:13](=O)[CH3:14])[C@H:10]([C:16]2[CH:21]=[CH:20][C:19]([O:22][CH3:23])=[C:18]([O:24][CH2:25][CH2:26][CH2:27][O:28][CH3:29])[CH:17]=2)[N:9]1[C:30]([O:32][C:33]([CH3:36])([CH3:35])[CH3:34])=[O:31])=[O:7].[C:37](O)(=O)CC(CC(O)=O)(C(O)=O)O. (2) The reactants are: C(OC([N:8]1[CH2:13][CH2:12][N:11]([CH:14]=[CH:15][CH2:16][C:17]2[CH:18]=[N:19][CH:20]=[CH:21][C:22]=2[NH:23]C(OC(C)(C)C)=O)[C:10](=[O:31])[CH2:9]1)=O)(C)(C)C.[Cl:32][C:33]1[S:37][C:36]([CH:38]=[CH:39][S:40](Cl)(=[O:42])=[O:41])=[CH:35][CH:34]=1. Given the product [NH2:23][C:22]1[CH:21]=[CH:20][N:19]=[CH:18][C:17]=1[CH2:16][CH:15]=[CH:14][N:11]1[CH2:12][CH2:13][N:8]([S:40]([CH:39]=[CH:38][C:36]2[S:37][C:33]([Cl:32])=[CH:34][CH:35]=2)(=[O:42])=[O:41])[CH2:9][C:10]1=[O:31], predict the reactants needed to synthesize it. (3) Given the product [CH3:1][C:2]1[N:3]([CH2:16][CH2:17][CH2:18][CH2:19][O:20][CH2:21][CH2:22][CH2:23][C:24]2[CH:29]=[CH:28][CH:27]=[CH:26][CH:25]=2)[C:4]2[C:13]3[CH:12]=[CH:11][CH:10]=[CH:9][C:8]=3[N:7]=[C:6]([NH2:14])[C:5]=2[N:15]=1, predict the reactants needed to synthesize it. The reactants are: [CH3:1][C:2]1[N:3]([CH2:16][CH2:17][CH2:18][CH2:19][O:20][CH2:21][C:22]#[C:23][C:24]2[CH:29]=[CH:28][CH:27]=[CH:26][CH:25]=2)[C:4]2[C:13]3[CH:12]=[CH:11][CH:10]=[CH:9][C:8]=3[N:7]=[C:6]([NH2:14])[C:5]=2[N:15]=1. (4) The reactants are: [CH3:1][O:2][C:3]1[CH:4]=[C:5]([CH:9]=[CH:10][C:11]=1[N:12]1[C@H:16]([CH3:17])[CH2:15][O:14][C:13]1=[O:18])[C:6]([OH:8])=O.[ClH:19].[CH3:20][C:21]1[C:22]([N:28]2[CH2:33][CH2:32][NH:31][CH2:30][CH2:29]2)=[N:23][CH:24]=[C:25]([CH3:27])[CH:26]=1. Given the product [ClH:19].[CH3:20][C:21]1[C:22]([N:28]2[CH2:29][CH2:30][N:31]([C:6]([C:5]3[CH:9]=[CH:10][C:11]([N:12]4[C@H:16]([CH3:17])[CH2:15][O:14][C:13]4=[O:18])=[C:3]([O:2][CH3:1])[CH:4]=3)=[O:8])[CH2:32][CH2:33]2)=[N:23][CH:24]=[C:25]([CH3:27])[CH:26]=1, predict the reactants needed to synthesize it. (5) Given the product [CH3:13][O:12][C:11]1[CH:10]=[CH:9][C:8]2[NH:7][C:6](=[O:14])[C:5]3[S:15][CH:16]=[CH:17][C:4]=3[C:3]=2[C:2]=1[C:32]1[CH:31]=[CH:30][C:29]([C@H:27]([N:19]([CH3:18])[C:20](=[O:26])[O:21][C:22]([CH3:24])([CH3:23])[CH3:25])[CH3:28])=[CH:34][CH:33]=1, predict the reactants needed to synthesize it. The reactants are: Br[C:2]1[C:3]2[C:4]3[CH:17]=[CH:16][S:15][C:5]=3[C:6](=[O:14])[NH:7][C:8]=2[CH:9]=[CH:10][C:11]=1[O:12][CH3:13].[CH3:18][N:19]([C@@H:27]([C:29]1[CH:34]=[CH:33][C:32](B2OC(C)(C)C(C)(C)O2)=[CH:31][CH:30]=1)[CH3:28])[C:20](=[O:26])[O:21][C:22]([CH3:25])([CH3:24])[CH3:23]. (6) Given the product [C:1]1([CH:7]([CH:37]2[CH2:41][CH2:40][CH2:39][CH2:38]2)[CH2:8][N:9]([CH2:22][CH2:23][CH2:24][O:25][C:26]2[CH2:27][C:28](=[CH:32][C:33]([OH:35])=[O:34])[CH:29]=[CH:30][CH:31]=2)[CH2:10][C:11]2[CH:16]=[CH:15][CH:14]=[C:13]([C:17]([F:18])([F:20])[F:19])[C:12]=2[Cl:21])[CH:6]=[CH:5][CH:4]=[CH:3][CH:2]=1, predict the reactants needed to synthesize it. The reactants are: [C:1]1([CH:7]([CH:37]2[CH2:41][CH2:40][CH2:39][CH2:38]2)[CH2:8][N:9]([CH2:22][CH2:23][CH2:24][O:25][C:26]2[CH2:27][C:28](=[CH:32][C:33]([O:35]C)=[O:34])[CH:29]=[CH:30][CH:31]=2)[CH2:10][C:11]2[CH:16]=[CH:15][CH:14]=[C:13]([C:17]([F:20])([F:19])[F:18])[C:12]=2[Cl:21])[CH:6]=[CH:5][CH:4]=[CH:3][CH:2]=1.[OH-].[Na+]. (7) Given the product [Br:1][C:2]1[CH:3]=[C:4]([O:12][C:13]2[CH:14]=[CH:15][CH:16]=[CH:17][CH:18]=2)[C:5]([NH:8][C:9]2[S:10][CH:29]=[C:28]([CH:25]3[CH2:26][CH2:27][N:22]([C:19](=[O:21])[CH3:20])[CH2:23][CH2:24]3)[N:11]=2)=[N:6][CH:7]=1, predict the reactants needed to synthesize it. The reactants are: [Br:1][C:2]1[CH:3]=[C:4]([O:12][C:13]2[CH:18]=[CH:17][CH:16]=[CH:15][CH:14]=2)[C:5]([NH:8][C:9]([NH2:11])=[S:10])=[N:6][CH:7]=1.[C:19]([N:22]1[CH2:27][CH2:26][CH:25]([C:28](=O)[CH2:29]Br)[CH2:24][CH2:23]1)(=[O:21])[CH3:20].CCN(C(C)C)C(C)C.